Dataset: Experimentally validated miRNA-target interactions with 360,000+ pairs, plus equal number of negative samples. Task: Binary Classification. Given a miRNA mature sequence and a target amino acid sequence, predict their likelihood of interaction. (1) The miRNA is mmu-miR-3089-5p with sequence UGAGUUCAGGGACAGCGUGUCU. The protein sequence of the target gene is MQPYQRLLALGFLLLTLPWGQTSEFQDSDLLQFLGLEKAPSPHRFQPVPRVLRKIIRAREAAAASGASQDLCYVKELGVRGNLLQLLPDQGFFLNTQKPFQDGSCLQKVLYFNLSAIKEKAKLTMAQLTLDLGPRSYYNLRPELVVALSVVQDRGVWGRSHPKVGRLLFLRSVPGPQGQLQFNLQGALKDWSSNRLKNLDLHLEILVKEDRYSRVTVQPENPCDRLLRSLHASLLVVTLNPKHCHPSSRKRRAAISVPKGFCRNFCHRHQLFINFQDLGWHKWVIAPKGFMANYCHGECP.... Result: 1 (interaction). (2) The miRNA is hsa-miR-4673 with sequence UCCAGGCAGGAGCCGGACUGGA. The protein sequence of the target gene is MIMNKMKNFKRRFSLSVPRTETIEESLAEFTEQFNQLHNRRNENLQLGPLGRDPPQECSTFSPTDSGEEPGQLSPGVQFQRRQNQRRFSMEDVSKRLSLPMDIRLPQEFLQKLQMESPDLPKPLSRMSRRASLSDIGFGKLETYVKLDKLGEGTYATVFKGRSKLTENLVALKEIRLEHEEGAPCTAIREVSLLKNLKHANIVTLHDLIHTDRSLTLVFEYLDSDLKQYLDHCGNLMSMHNVKIFMFQLLRGLAYCHHRKILHRDLKPQNLLINERGELKLADFGLARAKSVPTKTYSNE.... Result: 1 (interaction). (3) The miRNA is hsa-miR-6825-3p with sequence GCGCUGACCCGCCUUCUCCGCA. The protein sequence of the target gene is MTEKAPEPHVEEDDDDELDSKLNYKPPPQKSLKELQEMDKDDESLIKYKKTLLGDGPVVTDPKAPNVVVTRLTLVCESAPGPITMDLTGDLEALKKETIVLKEGSEYRVKIHFKVNRDIVSGLKYVQHTYRTGVKVDKATFMVGSYGPRPEEYEFLTPVEEAPKGMLARGTYHNKSFFTDDDKQDHLSWEWNLSIKKEWTE. Result: 0 (no interaction).